This data is from Full USPTO retrosynthesis dataset with 1.9M reactions from patents (1976-2016). The task is: Predict the reactants needed to synthesize the given product. (1) Given the product [CH3:1][C@@H:2]1[C:3]2([O:26][CH2:25][CH2:24][O:23]2)[CH2:4][CH2:5][C@@:6]2([C:17]3[CH:22]=[CH:21][CH:20]=[CH:19][CH:18]=3)[C@H:11]1[CH2:10][CH2:9][C:8]1[C:12]([OH:13])=[N:27][C:28]([SH:29])=[N:30][C:7]=12, predict the reactants needed to synthesize it. The reactants are: [CH3:1][C@H:2]1[C@H:11]2[C@@:6]([C:17]3[CH:22]=[CH:21][CH:20]=[CH:19][CH:18]=3)([C:7](=O)[CH:8]([C:12](OC)=[O:13])[CH2:9][CH2:10]2)[CH2:5][CH2:4][C:3]21[O:26][CH2:25][CH2:24][O:23]2.[NH2:27][C:28]([NH2:30])=[S:29].CC(C)([O-])C.[K+]. (2) Given the product [F:1][C:2]1[N:7]=[C:6]([N:8]2[CH2:13][CH2:12][N:11]([CH2:14][CH2:15][NH2:16])[CH2:10][CH2:9]2)[CH:5]=[CH:4][CH:3]=1, predict the reactants needed to synthesize it. The reactants are: [F:1][C:2]1[N:7]=[C:6]([N:8]2[CH2:13][CH2:12][N:11]([CH2:14][CH2:15][N:16]3C(=O)C4C(=CC=CC=4)C3=O)[CH2:10][CH2:9]2)[CH:5]=[CH:4][CH:3]=1.O.NN. (3) Given the product [Cl:1][C:2]1[CH:3]=[C:4]([F:34])[C:5]([NH:22][C:23]([NH:25][C:26]2[CH:27]=[C:28]([F:33])[CH:29]=[C:30]([F:32])[CH:31]=2)=[O:24])=[CH:6][C:7]=1[C:8]1[C:9](=[O:21])[N:10]([CH2:19][CH3:20])[C:11]2[C:16]([CH:17]=1)=[CH:15][N:14]=[C:13]([NH:86][C:83](=[O:85])[CH3:84])[CH:12]=2, predict the reactants needed to synthesize it. The reactants are: [Cl:1][C:2]1[C:7]([C:8]2[C:9](=[O:21])[N:10]([CH2:19][CH3:20])[C:11]3[C:16]([CH:17]=2)=[CH:15][N:14]=[C:13](Cl)[CH:12]=3)=[CH:6][C:5]([NH:22][C:23]([NH:25][C:26]2[CH:31]=[C:30]([F:32])[CH:29]=[C:28]([F:33])[CH:27]=2)=[O:24])=[C:4]([F:34])[CH:3]=1.CC1(C)C2C(=C(P(C3C=CC=CC=3)C3C=CC=CC=3)C=CC=2)OC2C(P(C3C=CC=CC=3)C3C=CC=CC=3)=CC=CC1=2.C([O-])([O-])=O.[Cs+].[Cs+].[C:83]([NH2:86])(=[O:85])[CH3:84]. (4) Given the product [C:1]([O:5][C:6](=[O:19])[NH:7][C:8]1[CH:13]=[CH:12][C:11]([C:14]#[C:15][C:21]2[S:22][CH:23]=[CH:24][N:25]=2)=[CH:10][C:9]=1[N+:16]([O-:18])=[O:17])([CH3:4])([CH3:2])[CH3:3], predict the reactants needed to synthesize it. The reactants are: [C:1]([O:5][C:6](=[O:19])[NH:7][C:8]1[CH:13]=[CH:12][C:11]([C:14]#[CH:15])=[CH:10][C:9]=1[N+:16]([O-:18])=[O:17])([CH3:4])([CH3:3])[CH3:2].Br[C:21]1[S:22][CH:23]=[CH:24][N:25]=1. (5) Given the product [C:39]([O:38][C:37](=[O:43])[NH:36][C@@H:34]([CH3:35])[CH2:33][NH:32][C:15]1[N:14]=[C:13]([C:12]2[S:11][C:10]([CH:23]3[CH2:24][CH2:25]3)=[N:9][C:8]=2[C:7]2[CH:6]=[C:5]([F:26])[CH:4]=[C:3]([NH:27][S:28]([CH3:31])(=[O:29])=[O:30])[C:2]=2[Cl:1])[CH:18]=[CH:17][N:16]=1)([CH3:42])([CH3:40])[CH3:41], predict the reactants needed to synthesize it. The reactants are: [Cl:1][C:2]1[C:7]([C:8]2[N:9]=[C:10]([CH:23]3[CH2:25][CH2:24]3)[S:11][C:12]=2[C:13]2[CH:18]=[CH:17][N:16]=[C:15](S(C)(=O)=O)[N:14]=2)=[CH:6][C:5]([F:26])=[CH:4][C:3]=1[NH:27][S:28]([CH3:31])(=[O:30])=[O:29].[NH2:32][CH2:33][C@@H:34]([NH:36][C:37](=[O:43])[O:38][C:39]([CH3:42])([CH3:41])[CH3:40])[CH3:35]. (6) Given the product [Br:20][C:13]1[CH:14]=[C:15]([CH3:19])[CH:16]=[C:17]2[C:12]=1[CH:11]=[N:10][N:9]2[C:3]1[CH:4]=[CH:5][C:6]([F:8])=[CH:7][C:2]=1[F:1], predict the reactants needed to synthesize it. The reactants are: [F:1][C:2]1[CH:7]=[C:6]([F:8])[CH:5]=[CH:4][C:3]=1[NH:9][N:10]=[CH:11][C:12]1[C:17](Br)=[CH:16][C:15]([CH3:19])=[CH:14][C:13]=1[Br:20].P([O-])([O-])([O-])=O.[K+].[K+].[K+]. (7) The reactants are: CCCC[N+](CCCC)(CCCC)CCCC.[F-].[F:19][C:20]1[CH:28]=[CH:27][C:26]2[N:25](S(C3C=CC=CC=3)(=O)=O)[C:24]3[CH2:38][CH2:39][N:40]([C:43]4[CH:44]=[N:45][CH:46]=[CH:47][C:48]=4[CH3:49])[C:41](=[O:42])[C:23]=3[C:22]=2[CH:21]=1.CO. Given the product [F:19][C:20]1[CH:28]=[CH:27][C:26]2[NH:25][C:24]3[CH2:38][CH2:39][N:40]([C:43]4[CH:44]=[N:45][CH:46]=[CH:47][C:48]=4[CH3:49])[C:41](=[O:42])[C:23]=3[C:22]=2[CH:21]=1, predict the reactants needed to synthesize it. (8) Given the product [NH2:33][C:29]1([C:26]2[CH:25]=[CH:24][C:23]([C:15]3[O:14][C:5]4[C:6]([C:8]5[CH:13]=[N:12][CH:11]=[N:10][CH:9]=5)=[CH:7][N:2]([CH3:1])[C:3](=[O:41])[C:4]=4[C:16]=3[C:17]3[CH:22]=[CH:21][CH:20]=[CH:19][CH:18]=3)=[CH:28][CH:27]=2)[CH2:32][CH2:31][CH2:30]1, predict the reactants needed to synthesize it. The reactants are: [CH3:1][N:2]1[CH:7]=[C:6]([C:8]2[CH:9]=[N:10][CH:11]=[N:12][CH:13]=2)[C:5]2[O:14][C:15]([C:23]3[CH:28]=[CH:27][C:26]([C:29]4([NH:33]C(=O)OC(C)(C)C)[CH2:32][CH2:31][CH2:30]4)=[CH:25][CH:24]=3)=[C:16]([C:17]3[CH:22]=[CH:21][CH:20]=[CH:19][CH:18]=3)[C:4]=2[C:3]1=[O:41].C(O)(C(F)(F)F)=O. (9) Given the product [OH:41][C:25]1[CH:24]=[CH:23][C:22]([C@@H:2]([OH:1])[CH2:3][NH:4][CH2:5][CH2:6][O:7][C:8]2[CH:9]=[CH:10][C:11]([C:14]3[CH:19]=[CH:18][C:17]([O:20][CH3:21])=[CH:16][CH:15]=3)=[CH:12][CH:13]=2)=[CH:27][C:26]=1[NH:28][S:29]([CH3:32])(=[O:31])=[O:30], predict the reactants needed to synthesize it. The reactants are: [OH:1][C@H:2]([C:22]1[CH:23]=[CH:24][C:25]([O:41]COCC[Si](C)(C)C)=[C:26]([N:28](COCC[Si](C)(C)C)[S:29]([CH3:32])(=[O:31])=[O:30])[CH:27]=1)[CH2:3][NH:4][CH2:5][CH2:6][O:7][C:8]1[CH:13]=[CH:12][C:11]([C:14]2[CH:19]=[CH:18][C:17]([O:20][CH3:21])=[CH:16][CH:15]=2)=[CH:10][CH:9]=1.O.F[B-](F)(F)F.[Li+]. (10) Given the product [F:1][C:2]1[CH:7]=[CH:6][C:5]([C:8]2[S:32][C:16]([C:17]([F:20])([F:19])[F:18])=[N:15][C:9]=2[C:10]([O:12][CH2:13][CH3:14])=[O:11])=[CH:4][CH:3]=1, predict the reactants needed to synthesize it. The reactants are: [F:1][C:2]1[CH:7]=[CH:6][C:5]([C:8](=O)[CH:9]([NH:15][C:16](=O)[C:17]([F:20])([F:19])[F:18])[C:10]([O:12][CH2:13][CH3:14])=[O:11])=[CH:4][CH:3]=1.COC1C=CC(P2(SP(C3C=CC(OC)=CC=3)(=S)S2)=[S:32])=CC=1.